Task: Predict which catalyst facilitates the given reaction.. Dataset: Catalyst prediction with 721,799 reactions and 888 catalyst types from USPTO (1) Product: [CH3:13][C:12]1[O:11][C:10]([C:14]2[CH:19]=[CH:18][CH:17]=[CH:16][CH:15]=2)=[N:9][C:8]=1[CH2:7][CH2:6][O:5][C:21]1[CH:36]=[CH:35][C:24]([CH:25]=[C:26]([C:31]([O:33][CH3:34])=[O:32])[C:27]([O:29][CH3:30])=[O:28])=[CH:23][CH:22]=1. Reactant: CS([O:5][CH2:6][CH2:7][C:8]1[N:9]=[C:10]([C:14]2[CH:19]=[CH:18][CH:17]=[CH:16][CH:15]=2)[O:11][C:12]=1[CH3:13])(=O)=O.O[C:21]1[CH:36]=[CH:35][C:24]([CH:25]=[C:26]([C:31]([O:33][CH3:34])=[O:32])[C:27]([O:29][CH3:30])=[O:28])=[CH:23][CH:22]=1.C1(C)C=CC=CC=1.C(=O)([O-])[O-].[K+].[K+]. The catalyst class is: 568. (2) Reactant: BrBr.F[C:4]1[CH:9]=[CH:8][C:7]([C:4]2[CH:9]=[CH:8][C:7](OC)=[C:6](OC)[CH:5]=2)=[CH:6][CH:5]=1.[C:20]([OH:23])(=[O:22])[CH3:21]. Product: [CH3:4][CH2:5][O:22][C:20]([CH3:21])=[O:23].[CH3:8][CH2:9][CH2:4][CH2:5][CH2:6][CH3:7]. The catalyst class is: 6. (3) Reactant: [CH2:1]([O:8][C:9]1[C:13]([O:14][CH2:15][C:16]2[CH:21]=[CH:20][CH:19]=[CH:18][CH:17]=2)=[C:12]([C:22]([O:24][CH2:25][CH3:26])=[O:23])[N:11]([C:27]2[CH:32]=[CH:31][C:30]([O:33][CH3:34])=[CH:29][CH:28]=2)[C:10]=1[C:35]([O-])=[O:36])[C:2]1[CH:7]=[CH:6][CH:5]=[CH:4][CH:3]=1.[CH2:38]([NH+:40](CC)[CH2:41]C)C.CN(C(ON1N=NC2C=CC=NC1=2)=[N+](C)C)C.F[P-](F)(F)(F)(F)F.Cl.CNC.CCN(C(C)C)C(C)C. Product: [CH2:15]([O:14][C:13]1[C:9]([O:8][CH2:1][C:2]2[CH:7]=[CH:6][CH:5]=[CH:4][CH:3]=2)=[C:10]([C:35](=[O:36])[N:40]([CH3:41])[CH3:38])[N:11]([C:27]2[CH:32]=[CH:31][C:30]([O:33][CH3:34])=[CH:29][CH:28]=2)[C:12]=1[C:22]([O:24][CH2:25][CH3:26])=[O:23])[C:16]1[CH:17]=[CH:18][CH:19]=[CH:20][CH:21]=1. The catalyst class is: 3. (4) Reactant: [CH:1]1([S:4]([C:7]2[CH:12]=[CH:11][C:10]([CH:13]([O:17][C@@H:18]3[CH2:22][CH2:21][O:20][CH2:19]3)[C:14]([OH:16])=O)=[CH:9][CH:8]=2)(=[O:6])=[O:5])[CH2:3][CH2:2]1.[NH2:23][C:24]1[S:25][C:26]([O:29][C:30]2[CH:31]=[CH:32][C:33]([CH3:40])=[C:34]([CH:39]=2)[C:35]([O:37][CH3:38])=[O:36])=[CH:27][N:28]=1.C1C=CC2N(O)N=NC=2C=1.CCN=C=NCCCN(C)C.CN1CCOCC1. Product: [CH:1]1([S:4]([C:7]2[CH:8]=[CH:9][C:10]([CH:13]([O:17][C@@H:18]3[CH2:22][CH2:21][O:20][CH2:19]3)[C:14]([NH:23][C:24]3[S:25][C:26]([O:29][C:30]4[CH:31]=[CH:32][C:33]([CH3:40])=[C:34]([CH:39]=4)[C:35]([O:37][CH3:38])=[O:36])=[CH:27][N:28]=3)=[O:16])=[CH:11][CH:12]=2)(=[O:6])=[O:5])[CH2:2][CH2:3]1. The catalyst class is: 2. (5) Reactant: [Cl:1][S:2]([OH:5])(=O)=[O:3].S([O-])([O-])(=O)=[O:7].[Na+].[Na+].[N+:13]([C:16]1[CH:17]=[C:18]2[C:22](=[CH:23][CH:24]=1)[N:21]([CH2:25][C:26]#[N:27])[CH:20]=[CH:19]2)([O-:15])=[O:14]. Product: [C:26]([CH2:25][N:21]1[C:22]2[C:18](=[CH:17][C:16]([N+:13]([O-:15])=[O:14])=[CH:24][CH:23]=2)[C:19]([S:2]([Cl:1])(=[O:5])=[O:3])=[CH:20]1)(=[O:7])[NH2:27]. The catalyst class is: 2. (6) Reactant: [N:1]1([C:7]2[CH:8]=[N:9][C:10]([NH2:13])=[CH:11][CH:12]=2)[CH2:6][CH2:5][CH2:4][CH2:3][CH2:2]1.[Cl:14][C:15]1[C:16]([CH3:25])=[C:17]([S:21](Cl)(=[O:23])=[O:22])[CH:18]=[CH:19][CH:20]=1. Product: [Cl:14][C:15]1[C:16]([CH3:25])=[C:17]([S:21]([NH:13][C:10]2[N:9]=[CH:8][C:7]([N:1]3[CH2:2][CH2:3][CH2:4][CH2:5][CH2:6]3)=[CH:12][CH:11]=2)(=[O:23])=[O:22])[CH:18]=[CH:19][CH:20]=1. The catalyst class is: 17. (7) The catalyst class is: 1. Reactant: [Cl:1][C:2]1[C:7]([C:8]2[N:12]=[C:11]([CH2:13][CH3:14])[O:10][N:9]=2)=[C:6](Cl)[N:5]=[CH:4][N:3]=1.[NH3:16]. Product: [Cl:1][C:2]1[N:3]=[CH:4][N:5]=[C:6]([NH2:16])[C:7]=1[C:8]1[N:12]=[C:11]([CH2:13][CH3:14])[O:10][N:9]=1. (8) Reactant: [F:1][C:2]1[CH:3]=[C:4]2[C:10]([I:11])=[N:9][NH:8][C:5]2=[N:6][CH:7]=1.C(=O)([O-])[O-].[Cs+].[Cs+].Cl[CH2:19][C:20]1[N:25]=[CH:24][CH:23]=[CH:22][N:21]=1.O. Product: [F:1][C:2]1[CH:3]=[C:4]2[C:10]([I:11])=[N:9][N:8]([CH2:19][C:20]3[N:25]=[CH:24][CH:23]=[CH:22][N:21]=3)[C:5]2=[N:6][CH:7]=1. The catalyst class is: 3.